Dataset: Catalyst prediction with 721,799 reactions and 888 catalyst types from USPTO. Task: Predict which catalyst facilitates the given reaction. Reactant: [N+:1]([C:4]1[CH:9]=[CH:8][C:7]([CH2:10][C:11]2[S:26][C:14]3[N:15]([CH2:22][CH:23]([CH3:25])[CH3:24])[C:16](=[O:21])[N:17]([CH3:20])[C:18](=[O:19])[C:13]=3[CH:12]=2)=[CH:6][CH:5]=1)([O-])=O.[Cl-].[NH4+]. Product: [NH2:1][C:4]1[CH:9]=[CH:8][C:7]([CH2:10][C:11]2[S:26][C:14]3[N:15]([CH2:22][CH:23]([CH3:24])[CH3:25])[C:16](=[O:21])[N:17]([CH3:20])[C:18](=[O:19])[C:13]=3[CH:12]=2)=[CH:6][CH:5]=1. The catalyst class is: 190.